From a dataset of NCI-60 drug combinations with 297,098 pairs across 59 cell lines. Regression. Given two drug SMILES strings and cell line genomic features, predict the synergy score measuring deviation from expected non-interaction effect. Drug 1: CCCCC(=O)OCC(=O)C1(CC(C2=C(C1)C(=C3C(=C2O)C(=O)C4=C(C3=O)C=CC=C4OC)O)OC5CC(C(C(O5)C)O)NC(=O)C(F)(F)F)O. Drug 2: C1=NC2=C(N=C(N=C2N1C3C(C(C(O3)CO)O)F)Cl)N. Cell line: RPMI-8226. Synergy scores: CSS=68.1, Synergy_ZIP=1.66, Synergy_Bliss=3.44, Synergy_Loewe=2.09, Synergy_HSA=2.14.